Dataset: Reaction yield outcomes from USPTO patents with 853,638 reactions. Task: Predict the reaction yield, written as a fraction of the theoretical maximum amount of product (1.0 means a 100% yield; for example, 0.34 means a 34% yield). The reactants are [Br:1][C:2]1[CH:7]=[CH:6][CH:5]=[CH:4][C:3]=1[C:8](=O)[CH2:9][C:10]#[N:11].O.[NH2:14][NH2:15]. The catalyst is CCO. The product is [NH2:11][C:10]1[NH:15][N:14]=[C:8]([C:3]2[CH:4]=[CH:5][CH:6]=[CH:7][C:2]=2[Br:1])[CH:9]=1. The yield is 0.700.